The task is: Predict the reactants needed to synthesize the given product.. This data is from Full USPTO retrosynthesis dataset with 1.9M reactions from patents (1976-2016). (1) The reactants are: [CH3:1][N:2]([CH3:62])[C:3](=[O:61])[O:4][C:5]1[CH:10]=[CH:9][C:8]([CH2:11][CH2:12][NH:13][C:14]([N:16]2[CH2:21][CH2:20][CH:19]([NH:22][C:23]3[CH:28]=[CH:27][C:26]([CH2:29][CH2:30][NH:31][CH2:32][C@H:33]([OH:60])[CH2:34][O:35][C:36]4[CH:41]=[CH:40][C:39]([O:42][Si](C(C)(C)C)(C5C=CC=CC=5)C5C=CC=CC=5)=[CH:38][CH:37]=4)=[CH:25][CH:24]=3)[CH2:18][CH2:17]2)=[O:15])=[CH:7][CH:6]=1. Given the product [OH:60][C@H:33]([CH2:34][O:35][C:36]1[CH:37]=[CH:38][C:39]([OH:42])=[CH:40][CH:41]=1)[CH2:32][NH:31][CH2:30][CH2:29][C:26]1[CH:25]=[CH:24][C:23]([NH:22][CH:19]2[CH2:20][CH2:21][N:16]([C:14]([NH:13][CH2:12][CH2:11][C:8]3[CH:9]=[CH:10][C:5]([O:4][C:3](=[O:61])[N:2]([CH3:1])[CH3:62])=[CH:6][CH:7]=3)=[O:15])[CH2:17][CH2:18]2)=[CH:28][CH:27]=1, predict the reactants needed to synthesize it. (2) The reactants are: [OH-].[K+].CN(N=O)S(C1C=CC(C)=CC=1)(=O)=O.[N+:17](=[CH2:19])=[N-].CCOCC.[CH3:25][C:26]1([CH3:49])[CH2:39][N:38]2[C:29](=[N:30][C:31]3[C:36]([C:37]2=[O:40])=[CH:35][CH:34]=[C:33]([CH:41]=[CH:42][C:43]2[CH:48]=[CH:47][CH:46]=[CH:45]N=2)[CH:32]=3)[CH2:28][CH2:27]1.[N+](=C)=[N-]. Given the product [CH3:49][C:26]1([CH3:25])[CH2:39][N:38]2[C:29](=[N:30][C:31]3[C:36]([C:37]2=[O:40])=[CH:35][CH:34]=[C:33]([CH:41]2[CH2:42][CH:43]2[C:48]2[CH:47]=[CH:46][CH:45]=[CH:19][N:17]=2)[CH:32]=3)[CH2:28][CH2:27]1, predict the reactants needed to synthesize it. (3) Given the product [CH3:6][N:5]1[CH:1]=[C:2]([N:7]2[CH:12]=[CH:11][C:10](=[O:13])[C:9]([CH2:14][C:15]3[CH:16]=[C:17]([C:21]4[N:22]=[CH:23][C:24]([CH:27]5[CH2:32][CH2:31][N:30]([C:33]([O:35][C:36]([CH3:38])([CH3:37])[CH3:39])=[O:34])[CH2:29][CH2:28]5)=[CH:25][N:26]=4)[CH:18]=[CH:19][CH:20]=3)=[N:8]2)[CH:3]=[N:4]1, predict the reactants needed to synthesize it. The reactants are: [CH3:1][C:2]1([N:7]2[CH:12]=[CH:11][C:10](=[O:13])[C:9]([CH2:14][C:15]3[CH:16]=[C:17]([C:21]4[N:26]=[CH:25][C:24]([C:27]5[CH2:28][CH2:29][N:30]([C:33]([O:35][C:36]([CH3:39])([CH3:38])[CH3:37])=[O:34])[CH2:31][CH:32]=5)=[CH:23][N:22]=4)[CH:18]=[CH:19][CH:20]=3)=[N:8]2)[CH2:6][NH:5][N:4]=[CH:3]1.C(O)C. (4) Given the product [O:10]1[C:11]2=[CH:12][CH:13]=[CH:18][C:17]2=[CH:16][CH:15]=[C:14]1[C:2]1[CH:7]=[CH:6][N:5]=[C:4]([S:8][CH3:9])[N:3]=1, predict the reactants needed to synthesize it. The reactants are: Cl[C:2]1[CH:7]=[CH:6][N:5]=[C:4]([S:8][CH3:9])[N:3]=1.[O:10]1[C:14]2[CH:15]=[CH:16][CH:17]=[CH:18][C:13]=2[CH:12]=[C:11]1B(O)O.C([O-])([O-])=O.[Na+].[Na+]. (5) Given the product [OH:1][C@@H:2]([C@H:4]1[C:24](=[O:25])[N:6]2[C:7]([C:21]([O:23][CH2:36][O:35][C:33]([O:32][CH:29]([CH2:30][CH3:31])[CH2:27][CH3:28])=[O:34])=[O:22])=[C:8]([S:11]/[CH:12]=[CH:13]\[C:14]3[S:18][CH:17]=[N:16][C:15]=3[CH2:19][OH:20])[C@H:9]([CH3:10])[C@H:5]12)[CH3:3], predict the reactants needed to synthesize it. The reactants are: [OH:1][C@@H:2]([C@H:4]1[C:24](=[O:25])[N:6]2[C:7]([C:21]([O-:23])=[O:22])=[C:8]([S:11]/[CH:12]=[CH:13]\[C:14]3[S:18][CH:17]=[N:16][C:15]=3[CH2:19][OH:20])[C@H:9]([CH3:10])[C@H:5]12)[CH3:3].[Na+].[CH2:27]([CH:29]([O:32][C:33]([O:35][CH2:36]I)=[O:34])[CH2:30][CH3:31])[CH3:28]. (6) Given the product [F:14][C:2]([F:1])([F:13])[C:3]1[CH:12]=[CH:11][C:6]2[N:7]=[C:8]([NH:10][C:42](=[O:43])[CH2:41][O:40][C:39]3[CH:45]=[C:46](/[CH:49]=[CH:50]/[C:51](=[O:64])[C:52]4[CH:53]=[C:54]([O:62][CH3:63])[C:55]([O:60][CH3:61])=[C:56]([O:58][CH3:59])[CH:57]=4)[CH:47]=[CH:48][C:38]=3[O:37][CH3:36])[S:9][C:5]=2[CH:4]=1, predict the reactants needed to synthesize it. The reactants are: [F:1][C:2]([F:14])([F:13])[C:3]1[CH:12]=[CH:11][C:6]2[N:7]=[C:8]([NH2:10])[S:9][C:5]=2[CH:4]=1.C(N=C=NCCCN(C)C)C.ON1C2C=CC=CC=2N=N1.[CH3:36][O:37][C:38]1[CH:48]=[CH:47][C:46](/[CH:49]=[CH:50]/[C:51](=[O:64])[C:52]2[CH:57]=[C:56]([O:58][CH3:59])[C:55]([O:60][CH3:61])=[C:54]([O:62][CH3:63])[CH:53]=2)=[CH:45][C:39]=1[O:40][CH2:41][C:42](O)=[O:43]. (7) Given the product [C:1]([C:3]1[CH:11]=[CH:10][C:6]([C:7]([NH:23][C:22]2[C:24]([CH3:38])=[CH:25][C:26]([C:28]([F:37])([C:29]([F:30])([F:31])[F:32])[C:33]([F:34])([F:35])[F:36])=[CH:27][C:21]=2[CH3:20])=[O:9])=[C:5]([F:12])[C:4]=1[F:13])#[N:2], predict the reactants needed to synthesize it. The reactants are: [C:1]([C:3]1[CH:11]=[CH:10][C:6]([C:7]([OH:9])=O)=[C:5]([F:12])[C:4]=1[F:13])#[N:2].C(Cl)(=O)C(Cl)=O.[CH3:20][C:21]1[CH:27]=[C:26]([C:28]([F:37])([C:33]([F:36])([F:35])[F:34])[C:29]([F:32])([F:31])[F:30])[CH:25]=[C:24]([CH3:38])[C:22]=1[NH2:23].N1C=CC=CC=1.C(=O)([O-])O.[Na+]. (8) Given the product [CH2:22]([Si:17]([CH2:18][CH3:19])([CH2:20][CH3:21])[C:16]#[C:15][CH2:14][O:13][CH2:12][CH:9]1[CH2:8][CH2:7][C:6](=[O:5])[CH2:11][CH2:10]1)[CH3:23], predict the reactants needed to synthesize it. The reactants are: Cl.O1[C:6]2([CH2:11][CH2:10][CH:9]([CH2:12][O:13][CH2:14][C:15]#[C:16][Si:17]([CH2:22][CH3:23])([CH2:20][CH3:21])[CH2:18][CH3:19])[CH2:8][CH2:7]2)[O:5]CC1. (9) The reactants are: F[C:2]1[CH:7]=[C:6]([C:8]2[N:9]([CH3:22])[C:10]([S:20][CH3:21])=[N:11][C:12]=2[C:13]2[CH:18]=[CH:17][C:16]([F:19])=[CH:15][CH:14]=2)[CH:5]=[CH:4][N:3]=1.[NH2:23][CH:24]1[CH2:29][CH2:28][CH2:27][CH2:26][CH:25]1[OH:30]. Given the product [F:19][C:16]1[CH:17]=[CH:18][C:13]([C:12]2[N:11]=[C:10]([S:20][CH3:21])[N:9]([CH3:22])[C:8]=2[C:6]2[CH:5]=[CH:4][N:3]=[C:2]([NH:23][CH:24]3[CH2:29][CH2:28][CH2:27][CH2:26][CH:25]3[OH:30])[CH:7]=2)=[CH:14][CH:15]=1, predict the reactants needed to synthesize it.